This data is from Forward reaction prediction with 1.9M reactions from USPTO patents (1976-2016). The task is: Predict the product of the given reaction. The product is: [Br:1][C:2]1[CH:3]=[CH:4][C:5]([F:39])=[C:6]([C@@:8]2([CH3:18])[N:19]([CH2:30][C:31]3[CH:32]=[CH:33][C:34]([O:37][CH3:38])=[CH:35][CH:36]=3)[C:20](=[O:29])[CH:21]([C:22]3[CH:23]=[CH:24][CH:25]=[CH:26][CH:27]=3)[O:10][CH2:9]2)[CH:7]=1. Given the reactants [Br:1][C:2]1[CH:3]=[CH:4][C:5]([F:39])=[C:6]([C@:8]([N:19]([CH2:30][C:31]2[CH:36]=[CH:35][C:34]([O:37][CH3:38])=[CH:33][CH:32]=2)[C:20](=[O:29])[CH:21](Cl)[C:22]2[CH:27]=[CH:26][CH:25]=[CH:24][CH:23]=2)([CH3:18])[CH2:9][O:10][Si](C(C)(C)C)(C)C)[CH:7]=1.[F-].C([N+](CCCC)(CCCC)CCCC)CCC, predict the reaction product.